This data is from Forward reaction prediction with 1.9M reactions from USPTO patents (1976-2016). The task is: Predict the product of the given reaction. Given the reactants C(P(=O)(OCC)OCC)#N.[F:11][C:12]1[CH:13]=[C:14]2[C:18](=[CH:19][CH:20]=1)[N:17]([CH2:21][C:22]1[CH:27]=[CH:26][CH:25]=[C:24]([F:28])[CH:23]=1)[C:16]([C:29](O)=[O:30])=[CH:15]2.[NH2:32][C:33]1[CH:34]=[N:35][C:36]([NH:39][CH3:40])=[CH:37][CH:38]=1.C(N(CC)CC)C, predict the reaction product. The product is: [CH3:40][NH:39][C:36]1[N:35]=[CH:34][C:33]([NH:32][C:29]([C:16]2[N:17]([CH2:21][C:22]3[CH:27]=[CH:26][CH:25]=[C:24]([F:28])[CH:23]=3)[C:18]3[C:14]([CH:15]=2)=[CH:13][C:12]([F:11])=[CH:20][CH:19]=3)=[O:30])=[CH:38][CH:37]=1.